From a dataset of Catalyst prediction with 721,799 reactions and 888 catalyst types from USPTO. Predict which catalyst facilitates the given reaction. (1) Reactant: [F:1][C:2]1[CH:23]=[CH:22][CH:21]=[C:20]([F:24])[C:3]=1[CH2:4][O:5][C:6]1[C:7]2[N:8]([C:13]([C:17](O)=[O:18])=[C:14]([CH3:16])[N:15]=2)[CH:9]=[C:10]([CH3:12])[CH:11]=1.CN(C(ON1N=NC2C=CC=NC1=2)=[N+](C)C)C.F[P-](F)(F)(F)(F)F.C(N(CC)C(C)C)(C)C.[CH2:58]([N:65]1[CH2:70][CH2:69][O:68][CH:67]([CH2:71][NH2:72])[CH2:66]1)[C:59]1[CH:64]=[CH:63][CH:62]=[CH:61][CH:60]=1.O.C(O)(C(F)(F)F)=O. Product: [CH2:58]([N:65]1[CH2:70][CH2:69][O:68][CH:67]([CH2:71][NH:72][C:17]([C:13]2[N:8]3[CH:9]=[C:10]([CH3:12])[CH:11]=[C:6]([O:5][CH2:4][C:3]4[C:20]([F:24])=[CH:21][CH:22]=[CH:23][C:2]=4[F:1])[C:7]3=[N:15][C:14]=2[CH3:16])=[O:18])[CH2:66]1)[C:59]1[CH:60]=[CH:61][CH:62]=[CH:63][CH:64]=1. The catalyst class is: 3. (2) Reactant: [OH-].[Na+].[CH3:3][C:4]([CH3:24])([CH3:23])[C:5](=[O:22])[CH2:6][O:7][C:8]1[CH:21]=[CH:20][C:11]([CH2:12][NH:13]C(=O)C(F)(F)F)=[CH:10][CH:9]=1. Product: [CH3:3][C:4]([CH3:24])([CH3:23])[C:5](=[O:22])[CH2:6][O:7][C:8]1[CH:21]=[CH:20][C:11]([CH2:12][NH2:13])=[CH:10][CH:9]=1. The catalyst class is: 5. (3) Reactant: [CH3:1][N:2]([CH3:22])[C:3]1[N:8]=[C:7]([NH:9][S:10]([C:13]2[CH:18]=[CH:17][CH:16]=[CH:15][C:14]=2[N+:19]([O-])=O)(=[O:12])=[O:11])[CH:6]=[CH:5][CH:4]=1.CCCCCC.CCOC(C)=O.C([O-])(O)=O.[Na+]. Product: [NH2:19][C:14]1[CH:15]=[CH:16][CH:17]=[CH:18][C:13]=1[S:10]([NH:9][C:7]1[CH:6]=[CH:5][CH:4]=[C:3]([N:2]([CH3:22])[CH3:1])[N:8]=1)(=[O:11])=[O:12]. The catalyst class is: 180. (4) Reactant: Br[C:2]1[C:7]([O:8][CH:9]([F:11])[F:10])=[CH:6][CH:5]=[CH:4][N:3]=1.[NH4+:12].[OH-]. Product: [F:10][CH:9]([F:11])[O:8][C:7]1[C:2]([NH2:12])=[N:3][CH:4]=[CH:5][CH:6]=1. The catalyst class is: 141. (5) Reactant: [CH3:1][C:2]1[O:6][N:5]=[CH:4][C:3]=1[NH2:7].[F:8][C:9]([F:14])([F:13])[C:10](O)=[O:11]. Product: [F:8][C:9]([F:14])([F:13])[C:10]([NH:7][C:3]1[CH:4]=[N:5][O:6][C:2]=1[CH3:1])=[O:11]. The catalyst class is: 11.